This data is from Reaction yield outcomes from USPTO patents with 853,638 reactions. The task is: Predict the reaction yield, written as a fraction of the theoretical maximum amount of product (1.0 means a 100% yield; for example, 0.34 means a 34% yield). (1) The reactants are CS(C1C=CC(N2CCCC2)=C(C=1)C(O)=O)(=O)=O.Cl[C:20]1[CH:28]=[CH:27][C:26]([S:29]([CH3:32])(=[O:31])=[O:30])=[CH:25][C:21]=1[C:22]([OH:24])=[O:23].[OH:33][CH:34]1[CH2:39][CH2:38][CH2:37][NH:36][CH2:35]1. No catalyst specified. The product is [OH:33][CH:34]1[CH2:39][CH2:38][CH2:37][N:36]([C:20]2[CH:28]=[CH:27][C:26]([S:29]([CH3:32])(=[O:31])=[O:30])=[CH:25][C:21]=2[C:22]([OH:24])=[O:23])[CH2:35]1. The yield is 0.0900. (2) The reactants are C[CH:2]1[C@H:8]2[N:9]([CH3:10])[C@H:5]([CH2:6][CH2:7]2)[C:4](=[N:11][CH2:12][C:13]2[CH:18]=[CH:17][CH:16]=[CH:15][CH:14]=2)[CH2:3]1.[CH3:19][O:20][C:21]1[CH:26]=[CH:25][C:24]([CH2:27][C:28](Cl)=[O:29])=[CH:23][CH:22]=1.Cl[CH2:32]Cl. No catalyst specified. The product is [CH3:19][O:20][C:21]1[CH:26]=[CH:25][C:24]([CH2:27][C:28]([N:11]([CH2:12][C:13]2[CH:14]=[CH:15][C:16]([CH3:32])=[CH:17][CH:18]=2)[C:4]2[C@H:5]3[N:9]([CH3:10])[C@H:8]([CH2:7][CH2:6]3)[CH2:2][CH:3]=2)=[O:29])=[CH:23][CH:22]=1. The yield is 0.180. (3) The catalyst is O. The product is [CH3:22][O:21][C:14]1[CH:13]=[CH:12][C:11]2[CH2:10][N:9]([C:7]([C:4]3[S:3][C:2]([N:32]4[CH2:33][CH2:34][N:29]([CH3:28])[CH2:30][CH2:31]4)=[N:6][CH:5]=3)=[O:8])[CH2:18][CH2:17][C:16]=2[C:15]=1[CH:19]=[O:20]. The yield is 0.380. The reactants are Br[C:2]1[S:3][C:4]([C:7]([N:9]2[CH2:18][CH2:17][C:16]3[C:15]([CH:19]=[O:20])=[C:14]([O:21][CH3:22])[CH:13]=[CH:12][C:11]=3[CH2:10]2)=[O:8])=[CH:5][N:6]=1.CN(C)C=O.[CH3:28][N:29]1[CH2:34][CH2:33][NH:32][CH2:31][CH2:30]1.C(=O)([O-])[O-].[K+].[K+]. (4) The reactants are FC(F)(F)C(O)=O.[CH3:8][O:9][N:10]=[CH:11][C:12]1[C:13]([NH2:25])=[N:14][CH:15]=[N:16][C:17]=1[N:18]1[CH2:23][CH2:22][CH:21]([NH2:24])[CH2:20][CH2:19]1.[N+](C1C=CC([O:35][C:36](=O)[NH:37][C:38]2[CH:43]=[CH:42][C:41]([O:44][CH:45]([CH3:47])[CH3:46])=[CH:40][CH:39]=2)=CC=1)([O-])=O.CCN(C(C)C)C(C)C. The catalyst is CC#N. The product is [NH2:25][C:13]1[N:14]=[CH:15][N:16]=[C:17]([N:18]2[CH2:23][CH2:22][CH:21]([NH:24][C:36]([NH:37][C:38]3[CH:43]=[CH:42][C:41]([O:44][CH:45]([CH3:47])[CH3:46])=[CH:40][CH:39]=3)=[O:35])[CH2:20][CH2:19]2)[C:12]=1[CH:11]=[N:10][O:9][CH3:8]. The yield is 0.590. (5) The product is [C:42]([O:41][C:39](=[O:40])[NH:38][C@H:35]1[CH2:34][CH2:33][C@H:32]([O:26][C:4]2[C:5]3[CH2:16][CH:15]=[CH:14][CH2:13][CH2:12][C:11]4[CH:17]=[C:18]([CH3:23])[N:19]=[C:20]([O:21][CH3:22])[C:10]=4[CH2:9][NH:8][C:7](=[O:24])[C:6]=3[CH:25]=[C:2]([Cl:1])[CH:3]=2)[CH2:37][CH2:36]1)([CH3:45])([CH3:43])[CH3:44]. The reactants are [Cl:1][C:2]1[CH:3]=[C:4]([OH:26])[C:5]2[CH2:16][CH:15]=[CH:14][CH2:13][CH2:12][C:11]3[CH:17]=[C:18]([CH3:23])[N:19]=[C:20]([O:21][CH3:22])[C:10]=3[CH2:9][NH:8][C:7](=[O:24])[C:6]=2[CH:25]=1.CS(O[C@H:32]1[CH2:37][CH2:36][C@@H:35]([NH:38][C:39]([O:41][C:42]([CH3:45])([CH3:44])[CH3:43])=[O:40])[CH2:34][CH2:33]1)(=O)=O.C([O-])([O-])=O.[Cs+].[Cs+]. The yield is 0.500. The catalyst is CN(C=O)C.O. (6) The yield is 0.0900. The reactants are [N+:1]([C:4]1[CH:10]=[CH:9][C:7]([NH2:8])=[CH:6][CH:5]=1)([O-:3])=[O:2].Br[C:12]1[CH:17]=[CH:16][CH:15]=[CH:14][N:13]=1.[OH-].[K+]. The catalyst is CS(C)=O.C(OCC)(=O)C.O. The product is [N+:1]([C:4]1[CH:10]=[CH:9][C:7]([NH:8][C:12]2[CH:17]=[CH:16][CH:15]=[CH:14][N:13]=2)=[CH:6][CH:5]=1)([O-:3])=[O:2]. (7) The reactants are [N:1]1[CH:6]=[CH:5][C:4]([CH3:7])=[CH:3][CH:2]=1.[Li+].CC([N-]C(C)C)C.C(NC(C)C)(C)C.[Li]CCCC.CN([C:32]([C:34]1[CH:43]=[CH:42][C:41]2[C:36](=[CH:37][CH:38]=[CH:39][CH:40]=2)[CH:35]=1)=[O:33])OC.[Cl-].[NH4+]. The catalyst is C1COCC1.C(OCC)(=O)C. The product is [N:1]1[CH:6]=[CH:5][C:4]([CH2:7][C:32]([C:34]2[CH:43]=[CH:42][C:41]3[C:36](=[CH:37][CH:38]=[CH:39][CH:40]=3)[CH:35]=2)=[O:33])=[CH:3][CH:2]=1. The yield is 0.670.